From a dataset of Peptide-MHC class II binding affinity with 134,281 pairs from IEDB. Regression. Given a peptide amino acid sequence and an MHC pseudo amino acid sequence, predict their binding affinity value. This is MHC class II binding data. The peptide sequence is GVTCGPGHGISVGSL. The MHC is DRB1_1501 with pseudo-sequence DRB1_1501. The binding affinity (normalized) is 0.0415.